From a dataset of Full USPTO retrosynthesis dataset with 1.9M reactions from patents (1976-2016). Predict the reactants needed to synthesize the given product. Given the product [Cl:1][C:2]1[N:7]=[C:6]([C:8]#[N:10])[CH:5]=[CH:4][C:3]=1[O:11][CH2:12][O:13][CH3:14], predict the reactants needed to synthesize it. The reactants are: [Cl:1][C:2]1[N:7]=[C:6]([C:8]([NH2:10])=O)[CH:5]=[CH:4][C:3]=1[O:11][CH2:12][O:13][CH3:14].CC[N+](S(N=C(OC)[O-])(=O)=O)(CC)CC.